Dataset: Forward reaction prediction with 1.9M reactions from USPTO patents (1976-2016). Task: Predict the product of the given reaction. (1) Given the reactants [CH:1]1([CH2:7][N:8]2[CH:12]=[CH:11][C:10]([S:13]([NH:16][CH:17]3[CH2:19][CH2:18]3)(=[O:15])=[O:14])=[C:9]2[CH3:20])[CH2:6][CH2:5][CH2:4][CH2:3][CH2:2]1.C1C(=O)N([Br:28])C(=O)C1.O, predict the reaction product. The product is: [Br:28][C:12]1[N:8]([CH2:7][CH:1]2[CH2:2][CH2:3][CH2:4][CH2:5][CH2:6]2)[C:9]([CH3:20])=[C:10]([S:13]([NH:16][CH:17]2[CH2:19][CH2:18]2)(=[O:15])=[O:14])[CH:11]=1. (2) Given the reactants [N+:1]([O-:4])(O)=[O:2].[N:5]1[C:14]2[C:9](=[CH:10][CH:11]=[CH:12][CH:13]=2)[CH:8]=[C:7]([OH:15])[CH:6]=1.[OH-].[Na+], predict the reaction product. The product is: [N+:1]([C:10]1[CH:11]=[CH:12][CH:13]=[C:14]2[C:9]=1[CH:8]=[C:7]([OH:15])[CH:6]=[N:5]2)([O-:4])=[O:2]. (3) The product is: [C:36]([O:35][C:33]([N:29]1[C:30]2[C:26](=[CH:25][C:24]([NH:1][C:2]3[CH:14]=[C:13]([CH2:15][CH2:16][C:17]4[CH:18]=[CH:19][CH:20]=[CH:21][CH:22]=4)[CH:12]=[CH:11][C:3]=3[C:4]([O:6][C:7]([CH3:10])([CH3:9])[CH3:8])=[O:5])=[CH:32][CH:31]=2)[CH:27]=[CH:28]1)=[O:34])([CH3:39])([CH3:37])[CH3:38]. Given the reactants [NH2:1][C:2]1[CH:14]=[C:13]([CH2:15][CH2:16][C:17]2[CH:22]=[CH:21][CH:20]=[CH:19][CH:18]=2)[CH:12]=[CH:11][C:3]=1[C:4]([O:6][C:7]([CH3:10])([CH3:9])[CH3:8])=[O:5].Br[C:24]1[CH:25]=[C:26]2[C:30](=[CH:31][CH:32]=1)[N:29]([C:33]([O:35][C:36]([CH3:39])([CH3:38])[CH3:37])=[O:34])[CH:28]=[CH:27]2.C(=O)([O-])[O-].[Cs+].[Cs+].C1(P(C2CCCCC2)C2C=CC=CC=2C2C(C(C)C)=CC(C(C)C)=CC=2C(C)C)CCCCC1, predict the reaction product. (4) The product is: [CH3:30][C:28]1[CH:27]=[C:26]([O:31][S:32]([C:35]2[CH:40]=[CH:39][CH:38]=[CH:37][C:36]=2[S:41]([N:44]([CH2:51][CH2:52][C:53]#[N:54])[CH2:45][C:46]2[O:47][CH:48]=[CH:49][CH:50]=2)(=[O:42])=[O:43])(=[O:33])=[O:34])[CH:25]=[C:24]([CH:29]=1)[O:23][CH2:22][CH2:21][CH2:20][O:19][NH:8][C:9]([NH2:11])=[NH:10]. Given the reactants C(OC([N:8]([O:19][CH2:20][CH2:21][CH2:22][O:23][C:24]1[CH:29]=[C:28]([CH3:30])[CH:27]=[C:26]([O:31][S:32]([C:35]2[CH:40]=[CH:39][CH:38]=[CH:37][C:36]=2[S:41]([N:44]([CH2:51][CH2:52][C:53]#[N:54])[CH2:45][C:46]2[O:47][CH:48]=[CH:49][CH:50]=2)(=[O:43])=[O:42])(=[O:34])=[O:33])[CH:25]=1)[C:9]([NH:11]C(OC(C)(C)C)=O)=[NH:10])=O)(C)(C)C.C(NCCC#N)C1OC=CC=1, predict the reaction product. (5) Given the reactants O[Li].O.[CH3:4][O:5][C:6]1[CH:7]=[CH:8][C:9]([O:22][CH2:23][C:24]2[CH:29]=[CH:28][CH:27]=[CH:26][CH:25]=2)=[C:10]([CH:21]=1)[C:11]([O:13]CC1C=CC=CC=1)=[O:12].C1COCC1.Cl, predict the reaction product. The product is: [CH3:4][O:5][C:6]1[CH:7]=[CH:8][C:9]([O:22][CH2:23][C:24]2[CH:29]=[CH:28][CH:27]=[CH:26][CH:25]=2)=[C:10]([CH:21]=1)[C:11]([OH:13])=[O:12]. (6) Given the reactants [C:1]1([CH:7]2[CH2:12][CH2:11][CH2:10][CH2:9][CH:8]2[CH2:13][OH:14])[CH:6]=[CH:5][CH:4]=[CH:3][CH:2]=1.C1C=CC(P(C2C=CC=CC=2)C2C=CC=CC=2)=CC=1.[OH:34][C:35]1[CH:42]=[CH:41][CH:40]=[C:39](O)[C:36]=1[CH:37]=[O:38].CC(OC(/N=N/C(OC(C)C)=O)=O)C, predict the reaction product. The product is: [OH:34][C:35]1[CH:42]=[CH:41][CH:40]=[C:39]([O:14][CH2:13][CH:8]2[CH2:9][CH2:10][CH2:11][CH2:12][CH:7]2[C:1]2[CH:6]=[CH:5][CH:4]=[CH:3][CH:2]=2)[C:36]=1[CH:37]=[O:38].